From a dataset of Full USPTO retrosynthesis dataset with 1.9M reactions from patents (1976-2016). Predict the reactants needed to synthesize the given product. (1) The reactants are: [N+](C(C[CH2:38][C:39](=[O:52])[O:40][C:41]1[C:46]([F:47])=[C:45]([F:48])[C:44]([F:49])=[C:43]([F:50])[C:42]=1[F:51])(C[CH2:38][C:39]([O:40][C:41]1[C:42]([F:51])=[C:43]([F:50])[C:44]([F:49])=[C:45]([F:48])[C:46]=1[F:47])=[O:52])C[CH2:38][C:39]([O:40][C:41]1[C:42]([F:51])=[C:43]([F:50])[C:44]([F:49])=[C:45]([F:48])[C:46]=1[F:47])=[O:52])([O-])=O.[N:53]([CH2:62][C:63]([OH:65])=[O:64])([CH2:58][C:59]([OH:61])=[O:60])CC(O)=O. Given the product [N:53]([CH2:38][C:39]([O:40][C:41]1[C:42]([F:51])=[C:43]([F:50])[C:44]([F:49])=[C:45]([F:48])[C:46]=1[F:47])=[O:52])([CH2:62][C:63]([O:65][C:41]1[C:46]([F:47])=[C:45]([F:48])[C:44]([F:49])=[C:43]([F:50])[C:42]=1[F:51])=[O:64])[CH2:58][C:59]([O:61][C:41]1[C:46]([F:47])=[C:45]([F:48])[C:44]([F:49])=[C:43]([F:50])[C:42]=1[F:51])=[O:60], predict the reactants needed to synthesize it. (2) Given the product [Cl:21][C:18]1[CH:17]=[CH:16][C:15]([C:13]2[S:14][C:10]([C:8]([NH:7][CH:3]3[CH2:4][CH2:5][CH2:6][N:1]([C:24]4[CH:31]=[CH:30][CH:29]=[CH:28][C:25]=4[CH:26]=[O:27])[CH2:2]3)=[O:9])=[C:11]([CH3:22])[N:12]=2)=[CH:20][CH:19]=1, predict the reactants needed to synthesize it. The reactants are: [NH:1]1[CH2:6][CH2:5][CH2:4][CH:3]([NH:7][C:8]([C:10]2[S:14][C:13]([C:15]3[CH:20]=[CH:19][C:18]([Cl:21])=[CH:17][CH:16]=3)=[N:12][C:11]=2[CH3:22])=[O:9])[CH2:2]1.F[C:24]1[CH:31]=[CH:30][CH:29]=[CH:28][C:25]=1[CH:26]=[O:27]. (3) Given the product [Cl:34][C:2]1[N:7]2[N:8]=[CH:9][CH:10]=[C:6]2[N:5]=[C:4]([CH2:11][CH:12]2[CH2:17][CH2:16][CH:15]([C:18]([O:20][CH2:21][CH3:22])=[O:19])[CH2:14][CH2:13]2)[CH:3]=1, predict the reactants needed to synthesize it. The reactants are: O[C:2]1[N:7]2[N:8]=[CH:9][CH:10]=[C:6]2[N:5]=[C:4]([CH2:11][CH:12]2[CH2:17][CH2:16][CH:15]([C:18]([O:20][CH2:21][CH3:22])=[O:19])[CH2:14][CH2:13]2)[CH:3]=1.CN(C)C1C=CC=CC=1.O=P(Cl)(Cl)[Cl:34]. (4) Given the product [NH2:1][C:2]1[N:6]([CH3:7])[C:5]([S:8][C:13]2[C:21]([O:22][CH2:23][CH3:24])=[CH:20][C:16]3[O:17][CH2:18][O:19][C:15]=3[CH:14]=2)=[N:4][C:3]=1[C:9]([NH2:11])=[O:10], predict the reactants needed to synthesize it. The reactants are: [NH2:1][C:2]1[N:6]([CH3:7])[C:5]([SH:8])=[N:4][C:3]=1[C:9]([NH2:11])=[O:10].Br[C:13]1[C:21]([O:22][CH2:23][CH3:24])=[CH:20][C:16]2[O:17][CH2:18][O:19][C:15]=2[CH:14]=1. (5) Given the product [CH2:32]([O:39][C:40]1[CH:45]=[CH:44][C:43]([CH:46]([OH:52])[CH2:47][NH:9][C:10]([CH3:30])([CH3:31])[CH2:11][CH2:12][N:13]2[C:18]3[CH:19]=[CH:20][CH:21]=[CH:22][C:17]=3[C:16]([CH2:26][CH2:27][CH3:28])([CH2:23][CH2:24][CH3:25])[O:15][C:14]2=[O:29])=[CH:42][C:41]=1[NH:53][S:54]([CH3:57])(=[O:55])=[O:56])[C:33]1[CH:34]=[CH:35][CH:36]=[CH:37][CH:38]=1, predict the reactants needed to synthesize it. The reactants are: C(N(CC)CC)C.Cl.[NH2:9][C:10]([CH3:31])([CH3:30])[CH2:11][CH2:12][N:13]1[C:18]2[CH:19]=[CH:20][CH:21]=[CH:22][C:17]=2[C:16]([CH2:26][CH2:27][CH3:28])([CH2:23][CH2:24][CH3:25])[O:15][C:14]1=[O:29].[CH2:32]([O:39][C:40]1[CH:45]=[CH:44][C:43]([C:46](=[O:52])[CH:47](OCC)O)=[CH:42][C:41]=1[NH:53][S:54]([CH3:57])(=[O:56])=[O:55])[C:33]1[CH:38]=[CH:37][CH:36]=[CH:35][CH:34]=1.[BH4-].[Li+]. (6) Given the product [P:16]([O:22][CH2:23][CH:24]=[CH2:25])([O:18][CH2:19][CH:20]=[CH2:21])([O:15][CH2:14][C@@H:8]1[C@@H:9]([OH:10])[C@@H:5]([OH:4])[C@H:6]([N:26]2[CH:31]=[C:30]([F:32])[N:29]=[C:28]([C:33]([NH2:35])=[O:34])[C:27]2=[O:36])[O:7]1)=[O:17], predict the reactants needed to synthesize it. The reactants are: C([O:4][C@@H:5]1[C@H:9]([O:10]C(=O)C)[CH:8]([CH2:14][O:15][P:16]([O:22][CH2:23][CH:24]=[CH2:25])([O:18][CH2:19][CH:20]=[CH2:21])=[O:17])[O:7][C@H:6]1[N:26]1[CH:31]=[C:30]([F:32])[N:29]=[C:28]([C:33]([NH2:35])=[O:34])[C:27]1=[O:36])(=O)C.C[O-].[Na+].C(O)(=O)C.